Dataset: Reaction yield outcomes from USPTO patents with 853,638 reactions. Task: Predict the reaction yield, written as a fraction of the theoretical maximum amount of product (1.0 means a 100% yield; for example, 0.34 means a 34% yield). The reactants are [C:1]([NH:4][CH:5]1[CH2:10][CH2:9][N:8]([C:11]2[CH:21]=[CH:20][C:14]([C:15](OCC)=[O:16])=[CH:13][CH:12]=2)[CH2:7][CH2:6]1)(=[O:3])[CH3:2].CC(C[AlH]CC(C)C)C. The catalyst is C(Cl)Cl. The product is [OH:16][CH2:15][C:14]1[CH:13]=[CH:12][C:11]([N:8]2[CH2:7][CH2:6][CH:5]([NH:4][C:1](=[O:3])[CH3:2])[CH2:10][CH2:9]2)=[CH:21][CH:20]=1. The yield is 0.240.